Dataset: Catalyst prediction with 721,799 reactions and 888 catalyst types from USPTO. Task: Predict which catalyst facilitates the given reaction. (1) Reactant: I[CH:2]([CH3:4])[CH3:3].[F:5][C:6]1[CH:7]=[C:8]([OH:16])[CH:9]=[C:10]([F:15])[C:11]=1[N+:12]([O-:14])=[O:13].C([O-])([O-])=O.[K+].[K+].O. Product: [F:5][C:6]1[CH:7]=[C:8]([O:16][CH:2]([CH3:4])[CH3:3])[CH:9]=[C:10]([F:15])[C:11]=1[N+:12]([O-:14])=[O:13]. The catalyst class is: 3. (2) Reactant: CCN=C=NCCCN(C)C.[CH2:12]1[C:17](=[O:18])[N:16]([OH:19])[C:14](=[O:15])[CH:13]1[S:20]([O-:23])(=[O:22])=[O:21].[Na+]. Product: [S:20]([CH:13]1[CH2:12][C:17](=[O:18])[N:16]([OH:19])[C:14]1=[O:15])([OH:23])(=[O:21])=[O:22]. The catalyst class is: 6. (3) Reactant: [CH2:1]([N:4]=[C:5]=[O:6])[CH2:2][CH3:3].[NH2:7][C:8]1[C:17]2=[N:18][N:19]([CH2:29][CH3:30])[C:20]([CH2:21][C:22]3([OH:28])[CH2:27][CH2:26][NH:25][CH2:24][CH2:23]3)=[C:16]2[C:15]2[CH:14]=[CH:13][CH:12]=[CH:11][C:10]=2[N:9]=1. Product: [NH2:7][C:8]1[C:17]2=[N:18][N:19]([CH2:29][CH3:30])[C:20]([CH2:21][C:22]3([OH:28])[CH2:27][CH2:26][N:25]([C:5]([NH:4][CH2:1][CH2:2][CH3:3])=[O:6])[CH2:24][CH2:23]3)=[C:16]2[C:15]2[CH:14]=[CH:13][CH:12]=[CH:11][C:10]=2[N:9]=1. The catalyst class is: 22. (4) Reactant: Cl[CH:2]([C:12]1[CH:17]=[CH:16][C:15]([S:18]([C:21]2[CH:26]=[CH:25][CH:24]=[CH:23][CH:22]=2)(=[O:20])=[O:19])=[CH:14][N:13]=1)[CH2:3][C:4]1[CH:9]=[CH:8][C:7]([F:10])=[CH:6][C:5]=1[F:11].[OH-:27].[K+].[CH3:29]O. Product: [F:11][C:5]1[CH:6]=[C:7]([F:10])[CH:8]=[CH:9][C:4]=1[CH2:3][CH2:2][C:12]1[N:13]=[C:14]([O:27][CH3:29])[C:15]([S:18]([C:21]2[CH:26]=[CH:25][CH:24]=[CH:23][CH:22]=2)(=[O:20])=[O:19])=[CH:16][CH:17]=1. The catalyst class is: 6.